Dataset: Full USPTO retrosynthesis dataset with 1.9M reactions from patents (1976-2016). Task: Predict the reactants needed to synthesize the given product. Given the product [CH2:4]([C:3]([C:14]1[CH:19]=[CH:18][C:17](/[CH:36]=[CH:41]/[C:67](=[O:70])[CH2:68][CH3:69])=[C:16]([CH3:28])[CH:15]=1)([C:6]1[CH:11]=[CH:10][C:9]([OH:12])=[C:8]([CH3:13])[CH:7]=1)[CH2:1][CH3:2])[CH3:5], predict the reactants needed to synthesize it. The reactants are: [CH2:1]([C:3]([C:14]1[CH:19]=[CH:18][C:17](OS(C(F)(F)F)(=O)=O)=[C:16]([CH3:28])[CH:15]=1)([C:6]1[CH:11]=[CH:10][C:9]([OH:12])=[C:8]([CH3:13])[CH:7]=1)[CH2:4][CH3:5])[CH3:2].C([O-])(O)=O.[Na+].[Li+].[Br-].[CH:36]1C=CC(P(C2C=CC=CC=2)CCCP(C2C=CC=CC=2)C2C=CC=CC=2)=C[CH:41]=1.CO[C:67](=[O:70])[CH:68]=[CH2:69].